From a dataset of Catalyst prediction with 721,799 reactions and 888 catalyst types from USPTO. Predict which catalyst facilitates the given reaction. (1) Product: [Br:8][C:29]1[S:28][C:27]2[CH2:26][C:25]3[C:21]([C:18]4[CH:17]=[CH:16][C:15]([N:9]5[CH2:14][CH2:13][O:12][CH2:11][CH2:10]5)=[CH:20][CH:19]=4)=[N:22][N:23]([CH2:32][O:33][CH2:34][CH2:35][Si:36]([CH3:39])([CH3:38])[CH3:37])[C:24]=3[C:31]=2[CH:30]=1. The catalyst class is: 2. Reactant: C1C(=O)N([Br:8])C(=O)C1.[N:9]1([C:15]2[CH:20]=[CH:19][C:18]([C:21]3[C:25]4[CH2:26][C:27]5[S:28][CH:29]=[CH:30][C:31]=5[C:24]=4[N:23]([CH2:32][O:33][CH2:34][CH2:35][Si:36]([CH3:39])([CH3:38])[CH3:37])[N:22]=3)=[CH:17][CH:16]=2)[CH2:14][CH2:13][O:12][CH2:11][CH2:10]1. (2) The catalyst class is: 141. Product: [CH3:21][NH:22][C:2]1[C:7]([CH:8]=[O:9])=[CH:6][N:5]=[C:4]2[NH:10][CH:11]=[N:12][C:3]=12. Reactant: Cl[C:2]1[C:7]([CH:8]=[O:9])=[CH:6][N:5]=[C:4]2[N:10](COCC[Si](C)(C)C)[CH:11]=[N:12][C:3]=12.[CH3:21][NH2:22]. (3) Reactant: [CH:1]([C:3]1[CH:8]=[CH:7][C:6]([CH2:9][N:10]2[CH2:15][CH2:14][N:13]([C:16]3[C:21]([C:22]([O:24][CH:25]([CH3:27])[CH3:26])=[O:23])=[CH:20][CH:19]=[CH:18][N:17]=3)[CH2:12][CH2:11]2)=[CH:5][CH:4]=1)=O.[Cl:28][C:29]1[CH:34]=[CH:33][CH:32]=[C:31]([F:35])[C:30]=1[CH2:36][NH:37][CH2:38][CH2:39][CH2:40][N:41]1[CH2:45][CH2:44][CH2:43][C:42]1=[O:46].C(O)(=O)C.C(O[BH-](OC(=O)C)OC(=O)C)(=O)C.[Na+]. Product: [Cl:28][C:29]1[CH:34]=[CH:33][CH:32]=[C:31]([F:35])[C:30]=1[CH2:36][N:37]([CH2:1][C:3]1[CH:8]=[CH:7][C:6]([CH2:9][N:10]2[CH2:11][CH2:12][N:13]([C:16]3[C:21]([C:22]([O:24][CH:25]([CH3:27])[CH3:26])=[O:23])=[CH:20][CH:19]=[CH:18][N:17]=3)[CH2:14][CH2:15]2)=[CH:5][CH:4]=1)[CH2:38][CH2:39][CH2:40][N:41]1[CH2:45][CH2:44][CH2:43][C:42]1=[O:46]. The catalyst class is: 279. (4) Reactant: [NH2:1][C:2]([C:5]1[CH:10]=[CH:9][CH:8]=[CH:7][CH:6]=1)([NH2:4])[CH3:3].[ClH:11].O1CCOCC1. Product: [ClH:11].[ClH:11].[NH2:1][C:2]([C:5]1[CH:10]=[CH:9][CH:8]=[CH:7][CH:6]=1)([NH2:4])[CH3:3]. The catalyst class is: 2.